This data is from Full USPTO retrosynthesis dataset with 1.9M reactions from patents (1976-2016). The task is: Predict the reactants needed to synthesize the given product. Given the product [Cl:9][C:10]1[N:15]=[C:14]([O:8][C:5]2[CH:6]=[CH:7][C:2]([F:1])=[CH:3][CH:4]=2)[CH:13]=[C:12]([CH3:17])[N:11]=1, predict the reactants needed to synthesize it. The reactants are: [F:1][C:2]1[CH:7]=[CH:6][C:5]([OH:8])=[CH:4][CH:3]=1.[Cl:9][C:10]1[N:15]=[C:14](Cl)[CH:13]=[C:12]([CH3:17])[N:11]=1.O.